Dataset: Full USPTO retrosynthesis dataset with 1.9M reactions from patents (1976-2016). Task: Predict the reactants needed to synthesize the given product. (1) Given the product [CH2:1]([N:3]1[CH:7]=[C:6]([CH3:8])[C:5]([C:9]([OH:11])=[O:10])=[N:4]1)[CH3:2], predict the reactants needed to synthesize it. The reactants are: [CH2:1]([N:3]1[CH:7]=[C:6]([CH3:8])[C:5]([C:9]([O:11]CC)=[O:10])=[N:4]1)[CH3:2].[OH-].[Na+].C(O)C.Cl. (2) The reactants are: [C:1]([C:5]1[CH:25]=[CH:24][C:8]([O:9][C:10]2[C:18]3[C:13](=[CH:14][CH:15]=[CH:16][CH:17]=3)[NH:12][C:11]=2[C:19]([O:21][CH2:22][CH3:23])=[O:20])=[CH:7][CH:6]=1)([CH3:4])([CH3:3])[CH3:2].C([O-])([O-])=O.[Cs+].[Cs+].Cl[CH2:33][C:34]1[CH:39]=[C:38]([O:40][CH2:41][CH2:42][O:43][CH3:44])[CH:37]=[C:36]([O:45][CH2:46][CH2:47][O:48][CH3:49])[CH:35]=1. Given the product [CH3:49][O:48][CH2:47][CH2:46][O:45][C:36]1[CH:35]=[C:34]([CH:39]=[C:38]([O:40][CH2:41][CH2:42][O:43][CH3:44])[CH:37]=1)[CH2:33][N:12]1[C:13]2[C:18](=[CH:17][CH:16]=[CH:15][CH:14]=2)[C:10]([O:9][C:8]2[CH:24]=[CH:25][C:5]([C:1]([CH3:2])([CH3:4])[CH3:3])=[CH:6][CH:7]=2)=[C:11]1[C:19]([O:21][CH2:22][CH3:23])=[O:20], predict the reactants needed to synthesize it. (3) Given the product [NH2:1][C:2]1[C:3]2[C:25]([CH3:30])([C:26]([NH:28][C:47]3[CH:48]=[N:49][CH:50]=[CH:51][CH:52]=3)=[O:27])[C:24](=[O:31])[NH:23][C:4]=2[N:5]=[C:6]([C:8]2[C:16]3[C:11](=[N:12][CH:13]=[CH:14][CH:15]=3)[N:10]([CH2:17][CH2:18][C:19]([F:22])([F:20])[F:21])[N:9]=2)[N:7]=1, predict the reactants needed to synthesize it. The reactants are: [NH2:1][C:2]1[C:3]2[C:25]([CH3:30])([C:26]([NH:28]N)=[O:27])[C:24](=[O:31])[NH:23][C:4]=2[N:5]=[C:6]([C:8]2[C:16]3[C:11](=[N:12][CH:13]=[CH:14][CH:15]=3)[N:10]([CH2:17][CH2:18][C:19]([F:22])([F:21])[F:20])[N:9]=2)[N:7]=1.FC(F)(F)C(O)=O.N(OC(C)(C)C)=O.N[C:47]1[CH:48]=[N:49][CH:50]=[CH:51][CH:52]=1. (4) Given the product [CH3:31][O:30][C:26]1[C:25]([O:32][CH2:33][O:34][CH3:35])=[C:24]([C:22]([C:19]2[CH:20]=[CH:21][C:16]([O:15][CH2:2][C:3]3[N:4]=[C:5]([C:9]4[CH:14]=[CH:13][CH:12]=[CH:11][CH:10]=4)[O:6][C:7]=3[CH3:8])=[CH:17][CH:18]=2)=[O:23])[CH:29]=[CH:28][CH:27]=1, predict the reactants needed to synthesize it. The reactants are: Cl[CH2:2][C:3]1[N:4]=[C:5]([C:9]2[CH:14]=[CH:13][CH:12]=[CH:11][CH:10]=2)[O:6][C:7]=1[CH3:8].[OH:15][C:16]1[CH:21]=[CH:20][C:19]([C:22]([C:24]2[CH:29]=[CH:28][CH:27]=[C:26]([O:30][CH3:31])[C:25]=2[O:32][CH2:33][O:34][CH3:35])=[O:23])=[CH:18][CH:17]=1.C(=O)([O-])[O-].[K+].[K+].CN(C)C=O. (5) Given the product [C:36]([C:40]1[CH:44]=[C:43]([NH:45][C:46]([NH:1][CH2:2][C:3]2[CH:28]=[CH:27][CH:26]=[CH:25][C:4]=2[CH2:5][O:6][C:7]2[CH:12]=[C:11]([CH3:13])[N:10]([CH2:14][C:15]3[CH:16]=[CH:17][C:18]([O:21][CH3:22])=[CH:19][CH:20]=3)[C:9](=[O:23])[C:8]=2[CH3:24])=[O:47])[N:42]([C:58]2[CH:63]=[CH:62][CH:61]=[CH:60][CH:59]=2)[N:41]=1)([CH3:39])([CH3:37])[CH3:38], predict the reactants needed to synthesize it. The reactants are: [NH2:1][CH2:2][C:3]1[CH:28]=[CH:27][CH:26]=[CH:25][C:4]=1[CH2:5][O:6][C:7]1[CH:12]=[C:11]([CH3:13])[N:10]([CH2:14][C:15]2[CH:20]=[CH:19][C:18]([O:21][CH3:22])=[CH:17][CH:16]=2)[C:9](=[O:23])[C:8]=1[CH3:24].C(N(CC)CC)C.[C:36]([C:40]1[CH:44]=[C:43]([NH:45][C:46](=O)[O:47]C2C=CC([N+]([O-])=O)=CC=2)[N:42]([C:58]2[CH:63]=[CH:62][CH:61]=[CH:60][CH:59]=2)[N:41]=1)([CH3:39])([CH3:38])[CH3:37]. (6) Given the product [C:1]12([N:13]3[C:12](=[O:17])[CH:20]=[C:19]([CH3:21])[N:14]3[CH:15]([CH3:16])[CH3:11])[CH2:2][CH:3]3[CH2:9][CH:7]([CH2:6][CH:5]([CH2:4]3)[CH2:10]1)[CH2:8]2.[C:1]12([C:11]3[C:12](=[O:17])[NH:13][N:14]([CH:19]([CH3:21])[CH3:20])[C:15]=3[CH3:16])[CH2:2][CH:3]3[CH2:9][CH:7]([CH2:6][CH:5]([CH2:4]3)[CH2:10]1)[CH2:8]2, predict the reactants needed to synthesize it. The reactants are: [C:1]12([C:11]3[C:12](=[O:17])[NH:13][NH:14][C:15]=3[CH3:16])[CH2:10][CH:5]3[CH2:6][CH:7]([CH2:9][CH:3]([CH2:4]3)[CH2:2]1)[CH2:8]2.Br[CH:19]([CH3:21])[CH3:20]. (7) Given the product [NH2:17][C@H:12]1[CH2:13][CH2:14][CH2:15][CH2:16][C@H:11]1[NH:10][C:7]1[N:8]=[N:9][C:4]([C:1]([NH2:2])=[O:3])=[C:5]([NH:25][C:26]2[CH:31]=[CH:30][CH:29]=[C:28]([CH:32]3[CH2:33][CH2:34]3)[N:27]=2)[CH:6]=1, predict the reactants needed to synthesize it. The reactants are: [C:1]([C:4]1[N:9]=[N:8][C:7]([NH:10][C@@H:11]2[CH2:16][CH2:15][CH2:14][CH2:13][C@@H:12]2[NH:17]C(=O)OC(C)(C)C)=[CH:6][C:5]=1[NH:25][C:26]1[CH:31]=[CH:30][CH:29]=[C:28]([CH:32]2[CH2:34][CH2:33]2)[N:27]=1)(=[O:3])[NH2:2].C(O)(C(F)(F)F)=O.